From a dataset of Reaction yield outcomes from USPTO patents with 853,638 reactions. Predict the reaction yield, written as a fraction of the theoretical maximum amount of product (1.0 means a 100% yield; for example, 0.34 means a 34% yield). (1) The reactants are [Cl:1][C:2]1[CH:7]=[CH:6][C:5]([NH:8][C:9]([NH:11][C:12]2[CH:17]=[CH:16][C:15]([OH:18])=[C:14]([C:19]3[N:20]([CH3:24])[N:21]=[CH:22][CH:23]=3)[CH:13]=2)=[O:10])=[CH:4][CH:3]=1.[Cl:25]N1C(=O)CCC1=O.[O-]S([O-])(=S)=O.[Na+].[Na+].C([O-])(O)=O.[Na+]. The catalyst is CN(C=O)C.O. The product is [Cl:25][C:23]1[CH:22]=[N:21][N:20]([CH3:24])[C:19]=1[C:14]1[CH:13]=[C:12]([NH:11][C:9]([NH:8][C:5]2[CH:4]=[CH:3][C:2]([Cl:1])=[CH:7][CH:6]=2)=[O:10])[CH:17]=[CH:16][C:15]=1[OH:18]. The yield is 0.580. (2) The reactants are [NH2:1][C:2]1[N:6]([CH3:7])[C:5](=[O:8])[C:4]([C:15]2[CH:20]=[CH:19][C:18]([OH:21])=[C:17](Br)[CH:16]=2)([C:9]2[CH:14]=[CH:13][CH:12]=[CH:11][CH:10]=2)[N:3]=1.[CH3:23][O:24][C:25]1[CH:26]=[C:27](B(O)O)[CH:28]=[CH:29][CH:30]=1. No catalyst specified. The product is [NH2:1][C:2]1[N:6]([CH3:7])[C:5](=[O:8])[C:4]([C:15]2[CH:16]=[C:17]([C:29]3[CH:28]=[CH:27][CH:26]=[C:25]([O:24][CH3:23])[CH:30]=3)[C:18]([OH:21])=[CH:19][CH:20]=2)([C:9]2[CH:14]=[CH:13][CH:12]=[CH:11][CH:10]=2)[N:3]=1. The yield is 0.270. (3) The reactants are [Li][CH2:2][CH2:3][CH2:4][CH3:5].C1([S:12]([N:15]2[CH:19]=[CH:18][C:17]([CH3:20])=[N:16]2)(=[O:14])=[O:13])C=CC=CC=1.Cl[C:22]([Cl:28])(Cl)[C:23](Cl)(Cl)Cl.[NH4+].[Cl-:30]. The catalyst is C1COCC1.O. The product is [Cl:30][C:19]1[N:15]([S:12]([C:23]2[CH:5]=[CH:4][CH:3]=[CH:2][C:22]=2[Cl:28])(=[O:13])=[O:14])[N:16]=[C:17]([CH3:20])[CH:18]=1. The yield is 0.840. (4) The reactants are [N:1]12[CH2:8][CH2:7][C:4]([C:9]([C:19]3[CH:24]=[CH:23][CH:22]=[C:21]([O:25][CH3:26])[CH:20]=3)([C:11]3[CH:16]=[CH:15][CH:14]=[C:13]([O:17][CH3:18])[CH:12]=3)[OH:10])([CH2:5][CH2:6]1)[CH2:3][CH2:2]2.[C:27]1([CH2:33][O:34][CH2:35][CH2:36][Br:37])[CH:32]=[CH:31][CH:30]=[CH:29][CH:28]=1. The catalyst is CC#N. The product is [Br-:37].[OH:10][C:9]([C:19]1[CH:24]=[CH:23][CH:22]=[C:21]([O:25][CH3:26])[CH:20]=1)([C:11]1[CH:16]=[CH:15][CH:14]=[C:13]([O:17][CH3:18])[CH:12]=1)[C:4]12[CH2:5][CH2:6][N+:1]([CH2:36][CH2:35][O:34][CH2:33][C:27]3[CH:32]=[CH:31][CH:30]=[CH:29][CH:28]=3)([CH2:2][CH2:3]1)[CH2:8][CH2:7]2. The yield is 0.338. (5) The reactants are [Br:1][C:2]1[CH:7]=[CH:6][C:5]([S:8](Cl)(=[O:10])=[O:9])=[CH:4][CH:3]=1.[C:12]([NH2:16])([CH3:15])([CH3:14])[CH3:13]. The catalyst is O. The product is [Br:1][C:2]1[CH:7]=[CH:6][C:5]([S:8]([NH:16][C:12]([CH3:15])([CH3:14])[CH3:13])(=[O:10])=[O:9])=[CH:4][CH:3]=1. The yield is 1.00. (6) The reactants are [Cl:1][C:2]1[CH:11]=[C:10]([Cl:12])[C:9]([OH:13])=[C:8]2[C:3]=1[CH:4]=[CH:5][C:6]([NH:14][CH3:15])=[N:7]2.C(=O)([O-])[O-].[K+].[K+].Br[CH:23]([CH3:25])[CH3:24].[Cl-].[NH4+]. The catalyst is CS(C)=O. The product is [Cl:1][C:2]1[CH:11]=[C:10]([Cl:12])[C:9]([O:13][CH:23]([CH3:25])[CH3:24])=[C:8]2[C:3]=1[CH:4]=[CH:5][C:6]([NH:14][CH3:15])=[N:7]2. The yield is 0.780. (7) The reactants are [Si:1]([O:8][CH2:9][C:10]1[C:11]([C:16](=O)/[CH:17]=[CH:18]/[N:19](C)C)=[N:12][CH:13]=[CH:14][CH:15]=1)([C:4]([CH3:7])([CH3:6])[CH3:5])([CH3:3])[CH3:2].Cl.Cl.[F:25][C:26]([F:32])([F:31])[CH2:27][CH2:28][NH:29]N. The catalyst is CCO. The product is [Si:1]([O:8][CH2:9][C:10]1[C:11]([C:16]2[N:29]([CH2:28][CH2:27][C:26]([F:32])([F:31])[F:25])[N:19]=[CH:18][CH:17]=2)=[N:12][CH:13]=[CH:14][CH:15]=1)([C:4]([CH3:5])([CH3:6])[CH3:7])([CH3:2])[CH3:3]. The yield is 0.760. (8) The reactants are [C:1](Cl)(=[O:3])[CH3:2].C(N(CC)CC)C.Cl.[Br:13][C:14]1[CH:21]=[CH:20][C:17]([CH2:18][NH2:19])=[C:16]([F:22])[CH:15]=1. The catalyst is C(Cl)Cl. The product is [Br:13][C:14]1[CH:21]=[CH:20][C:17]([CH2:18][NH:19][C:1](=[O:3])[CH3:2])=[C:16]([F:22])[CH:15]=1. The yield is 0.740.